Dataset: Reaction yield outcomes from USPTO patents with 853,638 reactions. Task: Predict the reaction yield, written as a fraction of the theoretical maximum amount of product (1.0 means a 100% yield; for example, 0.34 means a 34% yield). (1) The product is [S:1]1[CH:5]=[CH:4][CH:3]=[C:2]1[S:6][CH2:14][C:15]([O:17][CH3:18])=[O:16]. The yield is 0.790. The catalyst is CN(C=O)C. The reactants are [S:1]1[CH:5]=[CH:4][CH:3]=[C:2]1[SH:6].C(=O)([O-])[O-].[Cs+].[Cs+].Br[CH2:14][C:15]([O:17][CH3:18])=[O:16].O. (2) The reactants are [CH2:1]([S:8]([CH2:11][C:12](O)=O)(=[O:10])=[O:9])[C:2]1[CH:7]=[CH:6][CH:5]=[CH:4][CH:3]=1.[Cl:15][C:16]1[CH:23]=[CH:22][C:19](C=O)=[CH:18][CH:17]=1. No catalyst specified. The product is [CH2:1]([S:8](/[CH:11]=[CH:12]/[C:19]1[CH:22]=[CH:23][C:16]([Cl:15])=[CH:17][CH:18]=1)(=[O:10])=[O:9])[C:2]1[CH:7]=[CH:6][CH:5]=[CH:4][CH:3]=1. The yield is 0.780.